Dataset: Catalyst prediction with 721,799 reactions and 888 catalyst types from USPTO. Task: Predict which catalyst facilitates the given reaction. (1) Reactant: Br[C:2]1[N:3]=[C:4]([NH:10][C:11]2[CH:12]=[N:13][C:14]([N:17]3[CH2:22][CH2:21][N:20]([CH3:23])[CH2:19][CH2:18]3)=[CH:15][CH:16]=2)[C:5](=[O:9])[N:6]([CH3:8])[CH:7]=1.[C:24]([O:27][CH2:28][C:29]1[C:34]([N:35]2[CH2:47][CH2:46][N:38]3[C:39]4[CH2:40][CH2:41][CH2:42][CH2:43][C:44]=4[CH:45]=[C:37]3[C:36]2=[O:48])=[CH:33][C:32]([F:49])=[CH:31][C:30]=1B1OC(C)(C)C(C)(C)O1)(=[O:26])[CH3:25].CC([O-])=O.[Na+]. Product: [C:24]([O:27][CH2:28][C:29]1[C:34]([N:35]2[CH2:47][CH2:46][N:38]3[C:39]4[CH2:40][CH2:41][CH2:42][CH2:43][C:44]=4[CH:45]=[C:37]3[C:36]2=[O:48])=[CH:33][C:32]([F:49])=[CH:31][C:30]=1[C:2]1[N:3]=[C:4]([NH:10][C:11]2[CH:12]=[N:13][C:14]([N:17]3[CH2:22][CH2:21][N:20]([CH3:23])[CH2:19][CH2:18]3)=[CH:15][CH:16]=2)[C:5](=[O:9])[N:6]([CH3:8])[CH:7]=1)(=[O:26])[CH3:25]. The catalyst class is: 23. (2) Reactant: [C:1]([N:3]=[C:4]([N:6]([CH2:8][C:9]#[N:10])[CH3:7])[CH3:5])#[N:2].C([O-])C.[Na+]. Product: [NH2:2][C:1]1[N:3]=[C:4]([CH3:5])[N:6]([CH3:7])[C:8]=1[C:9]#[N:10]. The catalyst class is: 8.